From a dataset of B-cell epitopes from IEDB database with 3,159 antigens for binding position prediction. Token-level Classification. Given an antigen amino acid sequence, predict which amino acid positions are active epitope sites capable of antibody binding. Output is a list of indices for active positions. (1) The epitope positions are: [129, 130, 131, 132, 133, 134, 135, 136]. The amino acids at these positions are: SHRELWAK. Given the antigen sequence: MNITTLTNSISTSSFSPNNTNGSSTETVNSDIKTTTSSHPVSSLTMLNDTLHNIRTTNQALKKELSQKTLTKTSLEEIALHSSQISMDVNKSAQLLDILSRNEYPINKDARELLHSAPKEAELDGDQMISHRELWAKIANSINDINEQYLKVYEHAVSSYTQMYQDFSAVLSSLAGWISPGGNDGNSVKLQVNSLKKALEELKEKYKDKPLYPANNTVSQEQANKWLTELGGTIGKVSQKNGGYVVSINMTPIDNMLKSLDNLGGNGEVVLDNAKYQAWNAGFSAEDETMKNNLQTLVQKYSNANSIFDNLVKVLSSTISSCTDTDKLFLHF, which amino acid positions are active epitope sites? (2) Given the antigen sequence: RRSRRSITGNVTNCPYVTYGKFCIKPDGSISTIVPKELEHFVAPLLNVTENVLIPDSFNLTVTDEYIQTRMDKVQINCLQYVCGNSLECRKLFQQYGPVCDNILSVVNSVGQKEDMELLHFYSSTKPSGFNTPVLSNVSTGEFNISLLLTPPSSASGRSFIEDLLFTSVESVGLPTDDAYKKCTAGPLGFFKDLACAREYNGLLVLPPIITAEMQILYTSSLVASMAFGGITSAGAIPFATQLQARINHLGITQSLLLKNQEKIAASFNKAIGHMQEGFRSTSLALQQIQDVVNKQSSILTETMASLNKNFGAISSVLQDIYQQLDSIQADAQVDPIITGRLSSLSVLASAKQAEYYRVSQQRELATQKINECVKSQSIRYSFCGNGRHVLTIPQNAPNGIVFIHFTYTPESFVNVTAIVGFCVNPANASQYAIVPANGRGIFIQVNGSYYITARDMYMPRDITAGDIVTLTLCQANYVSVNKTVITTFVDNDDFDFDDE..., which amino acid positions are active epitope sites? The epitope positions are: [17, 18, 19, 20, 21, 22, 23, 24, 25]. The amino acids at these positions are: TYGKFCIKP. (3) The epitope positions are: [172, 173, 174, 175, 176, 177, 178, 179, 180, 181]. The amino acids at these positions are: STNKAVVSLS. Given the antigen sequence: MAATAMRMIISIIFISTYMTHITLCQNITEEFYQSTCSAVSRGYLSALRTGWYTSVVTIELSKIQKNVCKSTDSKVKLIKQELERYNNAVIELQSLMQNEPASFSRAKRGIPELIHYTRNSTKRFYGLMGKKRKRRFLGFLLGIGSAIASGVAVSKVLHLEGEVNKIKNALLSTNKAVVSLSNGVSVLTSKVLDLKNYIDKELLPKVNNHDCRISNIETVIEFQQKNNRLLEIAREFSVNAGITTPLSTYMLTNSELLSLINDMPITNDQKKLMSSNVQIVRQQSYSIMSVVKEEVIAYVVQLPIYGVIDTPCWKLHTSPLCTTDNKEGSNICLTRTDRGWYCDNAGSVSFFPQAETCKVQSNRVFCDTMNSLTLPTDVNLCNTDIFNTKYDCKIMTSKTDISSSVITSIGAIVSCYGKTKCTASNKNRGIIKTFSNGCDYVSNKGVDTVSVGNTLYYVNKLEGKALYIKGEPIINYYDPLVFPSDEFDASIAQVNAKIN..., which amino acid positions are active epitope sites? (4) The epitope positions are: [14, 15, 16, 17, 18, 19, 20, 21, 22, 23]. The amino acids at these positions are: PPPVDYLYQT. Given the antigen sequence: NSARAFMQPHPSFSPPPVDYLYQTNSPPPYGGAVPPPYAPNPGPPPPYTGAASSMPPYPTGGPPPVNTGYYYPSDPNTFYAPPYSQASAPPMEPEDKKNL, which amino acid positions are active epitope sites?